This data is from Forward reaction prediction with 1.9M reactions from USPTO patents (1976-2016). The task is: Predict the product of the given reaction. (1) Given the reactants [F:1][C:2]1[CH:7]=[CH:6][C:5]([CH2:8][C:9]2[CH:18]=[C:17]3[C:12]([C:13]([OH:35])=[C:14]([C:30](OCC)=[O:31])[C:15](=[O:29])[N:16]3[CH2:19][CH2:20][CH2:21][N:22]3[CH2:27][CH2:26][CH2:25][CH2:24][C:23]3=[O:28])=[N:11][CH:10]=2)=[CH:4][CH:3]=1.[NH2:36][CH2:37][C@@H:38]([OH:40])[CH3:39], predict the reaction product. The product is: [F:1][C:2]1[CH:7]=[CH:6][C:5]([CH2:8][C:9]2[CH:18]=[C:17]3[C:12]([C:13]([OH:35])=[C:14]([C:30]([NH:36][CH2:37][C@@H:38]([OH:40])[CH3:39])=[O:31])[C:15](=[O:29])[N:16]3[CH2:19][CH2:20][CH2:21][N:22]3[CH2:27][CH2:26][CH2:25][CH2:24][C:23]3=[O:28])=[N:11][CH:10]=2)=[CH:4][CH:3]=1. (2) Given the reactants [Cl:1][C:2]1[CH:35]=[CH:34][C:5]2[N:6]([CH2:9][C:10]3[C:18]4[C:13](=[N:14][CH:15]=[CH:16][CH:17]=4)[N:12]([C:19]([N:21]([CH3:33])[CH2:22][CH2:23][N:24](C)[C:25](=O)OC(C)(C)C)=[O:20])[N:11]=3)[N:7]=[N:8][C:4]=2[C:3]=1[O:36][C:37]1[CH:42]=[C:41]([C:43]#[N:44])[CH:40]=[C:39]([Cl:45])[CH:38]=1, predict the reaction product. The product is: [Cl-:1].[Cl:1][C:2]1[CH:35]=[CH:34][C:5]2[N:6]([CH2:9][C:10]3[C:18]4[C:13](=[N:14][CH:15]=[CH:16][CH:17]=4)[N:12]([C:19]([N:21]([CH3:33])[CH2:22][CH2:23][NH2+:24][CH3:25])=[O:20])[N:11]=3)[N:7]=[N:8][C:4]=2[C:3]=1[O:36][C:37]1[CH:42]=[C:41]([C:43]#[N:44])[CH:40]=[C:39]([Cl:45])[CH:38]=1. (3) The product is: [C:26]([NH:29][C:14]([C:13]1[C:9]([C:2]2[S:1][C:5]3[CH2:6][CH2:7][CH2:8][C:4]=3[N:3]=2)=[N:10][N:11]([CH2:17][O:18][CH2:19][CH2:20][Si:21]([CH3:23])([CH3:24])[CH3:22])[CH:12]=1)=[O:16])([CH3:28])([CH3:27])[CH3:25]. Given the reactants [S:1]1[C:5]2[CH2:6][CH2:7][CH2:8][C:4]=2[N:3]=[C:2]1[C:9]1[C:13]([C:14]([OH:16])=O)=[CH:12][N:11]([CH2:17][O:18][CH2:19][CH2:20][Si:21]([CH3:24])([CH3:23])[CH3:22])[N:10]=1.[CH3:25][C:26]([NH2:29])([CH3:28])[CH3:27].Cl.CN(C)CCCN=C=NCC.C1C=CC2N(O)N=NC=2C=1, predict the reaction product. (4) Given the reactants O=C1C2C(=CC=CC=2)C(=O)[N:3]1[CH2:12][CH2:13][N:14]1[C:23]2[C:18](=[N:19][CH:20]=[C:21]([CH2:24][C:25]3[CH:30]=[CH:29][C:28]([F:31])=[CH:27][CH:26]=3)[CH:22]=2)[C:17]([OH:32])=[C:16]([C:33](OCC)=[O:34])[C:15]1=[O:38].[NH2:39][CH2:40][CH2:41][N:42]1[CH2:46][CH2:45][NH:44][C:43]1=[O:47].OS([O-])(=O)=O.[Na+], predict the reaction product. The product is: [NH2:3][CH2:12][CH2:13][N:14]1[C:23]2[C:18](=[N:19][CH:20]=[C:21]([CH2:24][C:25]3[CH:30]=[CH:29][C:28]([F:31])=[CH:27][CH:26]=3)[CH:22]=2)[C:17]([OH:32])=[C:16]([C:33]([NH:39][CH2:40][CH2:41][N:42]2[CH2:46][CH2:45][NH:44][C:43]2=[O:47])=[O:34])[C:15]1=[O:38]. (5) Given the reactants [F:1][C:2]1[CH:8]=[C:7]([F:9])[CH:6]=[CH:5][C:3]=1[NH2:4].S(=O)(=O)(O)O.[N+:15]([O-])([OH:17])=[O:16], predict the reaction product. The product is: [F:1][C:2]1[CH:8]=[C:7]([F:9])[C:6]([N+:15]([O-:17])=[O:16])=[CH:5][C:3]=1[NH2:4].